This data is from Forward reaction prediction with 1.9M reactions from USPTO patents (1976-2016). The task is: Predict the product of the given reaction. (1) Given the reactants [Si]([O:8][CH2:9][CH2:10][N:11]([C:16]1[C:17]([OH:36])=[CH:18][C:19]2[N:20]([N:22]=[C:23]([C:29]3[CH:34]=[CH:33][C:32]([F:35])=[CH:31][CH:30]=3)[C:24]=2[C:25]([O:27][CH3:28])=[O:26])[CH:21]=1)[S:12]([CH3:15])(=[O:14])=[O:13])(C(C)(C)C)(C)C, predict the reaction product. The product is: [F:35][C:32]1[CH:33]=[CH:34][C:29]([C:23]2[C:24]([C:25]([O:27][CH3:28])=[O:26])=[C:19]3[CH:18]=[C:17]([OH:36])[C:16]([N:11]([CH2:10][CH2:9][OH:8])[S:12]([CH3:15])(=[O:14])=[O:13])=[CH:21][N:20]3[N:22]=2)=[CH:30][CH:31]=1. (2) The product is: [C:18]([C:11]1[CH:10]=[CH:9][C:8]([O:25][CH2:26][C:27]2[CH:28]=[C:29]([CH:45]([OH:46])[C:44]3[CH:43]=[C:42]([C:39]4[NH:38][C:37](=[O:36])[O:41][N:40]=4)[CH:49]=[CH:48][CH:47]=3)[CH:30]=[CH:31][CH:32]=2)=[C:7]([Cl:6])[C:12]=1[OH:13])(=[O:20])[CH3:19]. Given the reactants C([Mg]Cl)(C)C.[Cl:6][C:7]1[C:12]([O:13][Si](C)(C)C)=[C:11]([C:18]([O:20][Si](C)(C)C)=[CH2:19])[CH:10]=[CH:9][C:8]=1[O:25][CH2:26][C:27]1[CH:32]=[CH:31][CH:30]=[C:29](I)[CH:28]=1.[H-].[Na+].[O:36]=[C:37]1[O:41][N:40]=[C:39]([C:42]2[CH:43]=[C:44]([CH:47]=[CH:48][CH:49]=2)[CH:45]=[O:46])[NH:38]1, predict the reaction product.